Dataset: Full USPTO retrosynthesis dataset with 1.9M reactions from patents (1976-2016). Task: Predict the reactants needed to synthesize the given product. (1) Given the product [F:31][C:22]1[CH:21]=[C:20]([C@@H:12]([C:13]2[C:18]([F:19])=[CH:17][CH:16]=[CH:15][N:14]=2)[NH:11][C:9]([C:5]2[N:6]=[C:7]3[O:8][C:33](=[O:35])[NH:1][C:2]3=[CH:3][CH:4]=2)=[O:10])[CH:25]=[CH:24][C:23]=1[O:26][C:27]([F:28])([F:30])[F:29], predict the reactants needed to synthesize it. The reactants are: [NH2:1][C:2]1[CH:3]=[CH:4][C:5]([C:9]([NH:11][C@@H:12]([C:20]2[CH:25]=[CH:24][C:23]([O:26][C:27]([F:30])([F:29])[F:28])=[C:22]([F:31])[CH:21]=2)[C:13]2[C:18]([F:19])=[CH:17][CH:16]=[CH:15][N:14]=2)=[O:10])=[N:6][C:7]=1[OH:8].Cl[C:33](Cl)([O:35]C(=O)OC(Cl)(Cl)Cl)Cl.CCOC(C)=O. (2) Given the product [N:32]1([S:29]([N:6]([CH2:5][C:4]([OH:38])=[O:3])[CH2:7][C:8]2[CH:13]=[CH:12][CH:11]=[C:10]([O:14][CH2:15][C:16]3[N:17]=[C:18]([C:22]4[CH:23]=[CH:24][C:25]([CH3:28])=[CH:26][CH:27]=4)[O:19][C:20]=3[CH3:21])[CH:9]=2)(=[O:30])=[O:31])[CH2:37][CH2:36][O:35][CH2:34][CH2:33]1, predict the reactants needed to synthesize it. The reactants are: C([O:3][C:4](=[O:38])[CH2:5][N:6]([S:29]([N:32]1[CH2:37][CH2:36][O:35][CH2:34][CH2:33]1)(=[O:31])=[O:30])[CH2:7][C:8]1[CH:13]=[CH:12][CH:11]=[C:10]([O:14][CH2:15][C:16]2[N:17]=[C:18]([C:22]3[CH:27]=[CH:26][C:25]([CH3:28])=[CH:24][CH:23]=3)[O:19][C:20]=2[CH3:21])[CH:9]=1)C.O.[OH-].[Li+]. (3) Given the product [Cl:3][C:4]1[CH:5]=[CH:6][C:7]2[C:11]([CH:12]=1)=[N:10][N:9]([CH3:2])[C:8]=2[I:13], predict the reactants needed to synthesize it. The reactants are: I[CH3:2].[Cl:3][C:4]1[CH:12]=[C:11]2[C:7]([C:8]([I:13])=[N:9][NH:10]2)=[CH:6][CH:5]=1. (4) Given the product [CH3:1][N:2]1[CH:6]=[C:5]([C:7]2[CH:12]=[CH:11][CH:10]=[CH:9][CH:8]=2)[N:4]=[C:3]1[CH2:13][OH:14], predict the reactants needed to synthesize it. The reactants are: [CH3:1][N:2]1[CH:6]=[C:5]([C:7]2[CH:12]=[CH:11][CH:10]=[CH:9][CH:8]=2)[N:4]=[C:3]1[CH:13]=[O:14].C(O)C.[BH4-].[Na+].O.